Dataset: Full USPTO retrosynthesis dataset with 1.9M reactions from patents (1976-2016). Task: Predict the reactants needed to synthesize the given product. (1) Given the product [CH2:1]([O:3][C:4]([C:6]1[O:7][C:8]2[CH:15]=[CH:14][C:13]([Cl:16])=[CH:12][C:9]=2[C:10]=1[NH:11][C:18]([O:20][CH2:21][CH3:22])=[O:19])=[O:5])[CH3:2], predict the reactants needed to synthesize it. The reactants are: [CH2:1]([O:3][C:4]([C:6]1[O:7][C:8]2[CH:15]=[CH:14][C:13]([Cl:16])=[CH:12][C:9]=2[C:10]=1[NH2:11])=[O:5])[CH3:2].Cl[C:18]([O:20][CH2:21][CH3:22])=[O:19].C([O-])([O-])=O.[K+].[K+]. (2) Given the product [F:1][C:2]([F:7])([F:6])[C:3]([OH:5])=[O:4].[CH2:43]([N:8]1[C:12]2[CH:13]=[CH:14][CH:15]=[CH:16][C:11]=2[N:10]=[C:9]1[C:17]1[CH:18]=[C:19]([S:23]([C:26]2[CH:27]=[C:28]([C:33]([NH2:35])=[NH:34])[S:29][C:30]=2[S:31][CH3:32])(=[O:25])=[O:24])[CH:20]=[CH:21][CH:22]=1)[CH3:44], predict the reactants needed to synthesize it. The reactants are: [F:1][C:2]([F:7])([F:6])[C:3]([OH:5])=[O:4].[NH:8]1[C:12]2[CH:13]=[CH:14][CH:15]=[CH:16][C:11]=2[N:10]=[C:9]1[C:17]1[CH:18]=[C:19]([S:23]([C:26]2[CH:27]=[C:28]([C:33]([NH2:35])=[NH:34])[S:29][C:30]=2[S:31][CH3:32])(=[O:25])=[O:24])[CH:20]=[CH:21][CH:22]=1.C([O-])([O-])=O.[K+].[K+].I[CH2:43][CH3:44]. (3) The reactants are: COC1C=CC(C[N:8](CC2C=CC(OC)=CC=2)[C:9]2[N:14]=[C:13]([C:15]3([NH:18][C:19]([C:21]4([NH:24][C:25]([C:27]5[N:31]6[C@:32]([CH3:56])([CH2:44][C:45]7[CH:50]=[CH:49][C:48]([O:51][C:52]([F:55])([F:54])[F:53])=[CH:47][CH:46]=7)[C:33](=[O:43])[N:34]([C:35]7[CH:40]=[C:39]([Cl:41])[CH:38]=[C:37]([Cl:42])[CH:36]=7)[C:30]6=[N:29][CH:28]=5)=[O:26])[CH2:23][CH2:22]4)=[O:20])[CH2:17][CH2:16]3)[CH:12]=[CH:11][CH:10]=2)=CC=1. Given the product [NH2:8][C:9]1[N:14]=[C:13]([C:15]2([NH:18][C:19]([C:21]3([NH:24][C:25]([C:27]4[N:31]5[C@:32]([CH3:56])([CH2:44][C:45]6[CH:46]=[CH:47][C:48]([O:51][C:52]([F:53])([F:55])[F:54])=[CH:49][CH:50]=6)[C:33](=[O:43])[N:34]([C:35]6[CH:40]=[C:39]([Cl:41])[CH:38]=[C:37]([Cl:42])[CH:36]=6)[C:30]5=[N:29][CH:28]=4)=[O:26])[CH2:22][CH2:23]3)=[O:20])[CH2:17][CH2:16]2)[CH:12]=[CH:11][CH:10]=1, predict the reactants needed to synthesize it. (4) Given the product [Cl:21][C:22]1[CH:27]=[C:26]([Cl:28])[CH:25]=[CH:24][C:23]=1[O:29][C:2]1[C:3]2[CH2:13][N:12]([C:14]([O:16][C:17]([CH3:20])([CH3:19])[CH3:18])=[O:15])[CH2:11][CH2:10][C:4]=2[N:5]=[C:6]([S:8][CH3:9])[N:7]=1, predict the reactants needed to synthesize it. The reactants are: Cl[C:2]1[C:3]2[CH2:13][N:12]([C:14]([O:16][C:17]([CH3:20])([CH3:19])[CH3:18])=[O:15])[CH2:11][CH2:10][C:4]=2[N:5]=[C:6]([S:8][CH3:9])[N:7]=1.[Cl:21][C:22]1[CH:27]=[C:26]([Cl:28])[CH:25]=[CH:24][C:23]=1[OH:29].C[Si]([N-][Si](C)(C)C)(C)C.[Na+]. (5) Given the product [CH2:1]([N:7]1[C:12](=[O:11])[C:13]2[CH:18]=[CH:17][CH:16]=[N:15][C:14]=2[NH:19][C:8]1=[O:9])[CH2:2][CH2:3][CH2:4][CH2:5][CH3:6], predict the reactants needed to synthesize it. The reactants are: [CH2:1]([N:7]=[C:8]=[O:9])[CH2:2][CH2:3][CH2:4][CH2:5][CH3:6].C[O:11][C:12](=O)[C:13]1[CH:18]=[CH:17][CH:16]=[N:15][C:14]=1[NH2:19]. (6) Given the product [CH2:1]([O:8][C:9]1[CH:14]=[C:13]([F:15])[CH:12]=[CH:11][C:10]=1[CH2:16][NH:17][C:30](=[O:31])[O:29][C:26]([CH3:28])([CH3:27])[CH3:25])[C:2]1[CH:3]=[CH:4][CH:5]=[CH:6][CH:7]=1, predict the reactants needed to synthesize it. The reactants are: [CH2:1]([O:8][C:9]1[CH:14]=[C:13]([F:15])[CH:12]=[CH:11][C:10]=1[CH2:16][NH2:17])[C:2]1[CH:7]=[CH:6][CH:5]=[CH:4][CH:3]=1.O.C([O-])([O-])=O.[Na+].[Na+].[CH3:25][C:26]([O:29][C:30](O[C:30]([O:29][C:26]([CH3:28])([CH3:27])[CH3:25])=[O:31])=[O:31])([CH3:28])[CH3:27]. (7) The reactants are: C(=O)([O-])[O-].[K+].[K+].[CH:7]1([C:13]2[CH:38]=[CH:37][C:16]([O:17][C:18]3[CH:19]=[C:20]([CH:34]=[CH:35][CH:36]=3)[CH2:21][NH:22][CH2:23][C:24]3[CH:33]=[CH:32][C:27]([C:28]([O:30][CH3:31])=[O:29])=[CH:26][CH:25]=3)=[CH:15][CH:14]=2)[CH2:12][CH2:11][CH2:10][CH2:9][CH2:8]1.Br[CH2:40][CH2:41][CH2:42][CH2:43][C:44]([O:46][CH3:47])=[O:45]. Given the product [CH:7]1([C:13]2[CH:38]=[CH:37][C:16]([O:17][C:18]3[CH:19]=[C:20]([CH:34]=[CH:35][CH:36]=3)[CH2:21][N:22]([CH2:23][C:24]3[CH:25]=[CH:26][C:27]([C:28]([O:30][CH3:31])=[O:29])=[CH:32][CH:33]=3)[CH2:40][CH2:41][CH2:42][CH2:43][C:44]([O:46][CH3:47])=[O:45])=[CH:15][CH:14]=2)[CH2:12][CH2:11][CH2:10][CH2:9][CH2:8]1, predict the reactants needed to synthesize it. (8) Given the product [CH2:1]([O:8][NH:9][C:10]([C@H:12]1[C@H:17]2[O:18][C:19]([CH3:22])([CH3:21])[O:20][C@H:16]2[C@@H:15]([O:23][S:37]([C:36]([F:49])([F:48])[F:35])(=[O:39])=[O:38])[CH2:14][N:13]1[S:24]([C:27]1[CH:28]=[CH:29][C:30]([O:33][CH3:34])=[CH:31][CH:32]=1)(=[O:26])=[O:25])=[O:11])[C:2]1[CH:3]=[CH:4][CH:5]=[CH:6][CH:7]=1, predict the reactants needed to synthesize it. The reactants are: [CH2:1]([O:8][NH:9][C:10]([C@H:12]1[C@H:17]2[O:18][C:19]([CH3:22])([CH3:21])[O:20][C@@H:16]2[C@@H:15]([OH:23])[CH2:14][N:13]1[S:24]([C:27]1[CH:32]=[CH:31][C:30]([O:33][CH3:34])=[CH:29][CH:28]=1)(=[O:26])=[O:25])=[O:11])[C:2]1[CH:7]=[CH:6][CH:5]=[CH:4][CH:3]=1.[F:35][C:36]([F:49])([F:48])[S:37](O[S:37]([C:36]([F:49])([F:48])[F:35])(=[O:39])=[O:38])(=[O:39])=[O:38].C(OCC)(=O)C.